This data is from Reaction yield outcomes from USPTO patents with 853,638 reactions. The task is: Predict the reaction yield, written as a fraction of the theoretical maximum amount of product (1.0 means a 100% yield; for example, 0.34 means a 34% yield). The reactants are [C:1]([C:3]1[CH:4]=[CH:5][C:6]([O:9][C:10]2[CH:18]=[CH:17][C:13]([C:14]([NH2:16])=[O:15])=[CH:12][CH:11]=2)=[N:7][CH:8]=1)#[N:2].Cl. The catalyst is C1COCC1.CCO.[Pd]. The product is [NH2:2][CH2:1][C:3]1[CH:4]=[CH:5][C:6]([O:9][C:10]2[CH:18]=[CH:17][C:13]([C:14]([NH2:16])=[O:15])=[CH:12][CH:11]=2)=[N:7][CH:8]=1. The yield is 0.360.